The task is: Predict the product of the given reaction.. This data is from Forward reaction prediction with 1.9M reactions from USPTO patents (1976-2016). Given the reactants [F:1][C:2]1[CH:7]=[C:6]([F:8])[CH:5]=[CH:4][C:3]=1[C:9]1[NH:13][C:12]([C:14]([CH3:20])([CH3:19])[C:15](OC)=[O:16])=[N:11][C:10]=1[C:21]1[N:26]=[C:25]2[O:27][C:28]([NH:30][C@@H:31]([CH3:36])[CH2:32][CH2:33][O:34][CH3:35])=[N:29][C:24]2=[CH:23][CH:22]=1.[BH4-].[Li+].Cl, predict the reaction product. The product is: [F:1][C:2]1[CH:7]=[C:6]([F:8])[CH:5]=[CH:4][C:3]=1[C:9]1[NH:13][C:12]([C:14]([CH3:20])([CH3:19])[CH2:15][OH:16])=[N:11][C:10]=1[C:21]1[N:26]=[C:25]2[O:27][C:28]([NH:30][C@@H:31]([CH3:36])[CH2:32][CH2:33][O:34][CH3:35])=[N:29][C:24]2=[CH:23][CH:22]=1.